This data is from TCR-epitope binding with 47,182 pairs between 192 epitopes and 23,139 TCRs. The task is: Binary Classification. Given a T-cell receptor sequence (or CDR3 region) and an epitope sequence, predict whether binding occurs between them. (1) The epitope is YLNTLTLAV. The TCR CDR3 sequence is CASSQDRGTYEQYF. Result: 1 (the TCR binds to the epitope). (2) The epitope is TPQDLNTML. The TCR CDR3 sequence is CASSQDPDTQYF. Result: 0 (the TCR does not bind to the epitope). (3) The epitope is FLASKIGRLV. The TCR CDR3 sequence is CASSFGQGYEQFF. Result: 0 (the TCR does not bind to the epitope). (4) The epitope is FVDGVPFVV. The TCR CDR3 sequence is CASSLAGRGHQPQHF. Result: 1 (the TCR binds to the epitope). (5) The epitope is SSTFNVPMEKLK. The TCR CDR3 sequence is CASSPTPGRAYEQYF. Result: 1 (the TCR binds to the epitope). (6) The epitope is EEHVQIHTI. The TCR CDR3 sequence is CASSPSLTARYNEQFF. Result: 0 (the TCR does not bind to the epitope).